This data is from Retrosynthesis with 50K atom-mapped reactions and 10 reaction types from USPTO. The task is: Predict the reactants needed to synthesize the given product. Given the product Cc1cnc(NC[C@@H]2CCCN2C(=O)c2nc(C)sc2-c2ccc(F)cc2)nc1, predict the reactants needed to synthesize it. The reactants are: CN(C)C=O.Cc1nc(C(=O)N2CCC[C@H]2CNc2ncc(Br)cn2)c(-c2ccc(F)cc2)s1.